This data is from Full USPTO retrosynthesis dataset with 1.9M reactions from patents (1976-2016). The task is: Predict the reactants needed to synthesize the given product. Given the product [NH2:52][C:50](=[O:51])[CH2:49][N:21]1[C:22](=[N:25][S:26]([C:29]2[CH:30]=[CH:31][C:32]([CH3:35])=[CH:33][CH:34]=2)(=[O:27])=[O:28])[CH:23]=[CH:24][C:19]([O:18][C:14]2[CH:13]=[C:12]([NH:11][C:9](=[O:10])[C:8]3[CH:36]=[CH:37][CH:38]=[C:6]([C:3]([C:1]#[N:2])([CH3:5])[CH3:4])[CH:7]=3)[CH:17]=[CH:16][CH:15]=2)=[CH:20]1, predict the reactants needed to synthesize it. The reactants are: [C:1]([C:3]([C:6]1[CH:7]=[C:8]([CH:36]=[CH:37][CH:38]=1)[C:9]([NH:11][C:12]1[CH:17]=[CH:16][CH:15]=[C:14]([O:18][C:19]2[CH:20]=[N:21][C:22]([NH:25][S:26]([C:29]3[CH:34]=[CH:33][C:32]([CH3:35])=[CH:31][CH:30]=3)(=[O:28])=[O:27])=[CH:23][CH:24]=2)[CH:13]=1)=[O:10])([CH3:5])[CH3:4])#[N:2].C(N(C(C)C)C(C)C)C.I[CH2:49][C:50]([NH2:52])=[O:51].